This data is from Catalyst prediction with 721,799 reactions and 888 catalyst types from USPTO. The task is: Predict which catalyst facilitates the given reaction. (1) Reactant: [Cl:1][C:2]1[C:7]([CH:8](OC)[O:9]C)=[CH:6][CH:5]=[C:4]([CH2:13][O:14][CH3:15])[C:3]=1[N:16]=[C:17]1[CH2:22][CH2:21][CH2:20][CH2:19][S:18]1=[O:23].Cl. Product: [Cl:1][C:2]1[C:3]([N:16]=[C:17]2[CH2:22][CH2:21][CH2:20][CH2:19][S:18]2=[O:23])=[C:4]([CH2:13][O:14][CH3:15])[CH:5]=[CH:6][C:7]=1[CH:8]=[O:9]. The catalyst class is: 7. (2) Reactant: [Cl:1][C:2]1[CH:7]=[CH:6][C:5]([CH2:8][C:9]([CH:11]2[CH2:16][CH2:15][O:14][CH2:13][CH2:12]2)=O)=[CH:4][C:3]=1[O:17][CH2:18][CH2:19][CH2:20][O:21][CH3:22].C([O-])(=O)C.[NH4+].[BH3-]C#[N:30].[Na+]. Product: [Cl:1][C:2]1[CH:7]=[CH:6][C:5]([CH2:8][CH:9]([CH:11]2[CH2:16][CH2:15][O:14][CH2:13][CH2:12]2)[NH2:30])=[CH:4][C:3]=1[O:17][CH2:18][CH2:19][CH2:20][O:21][CH3:22]. The catalyst class is: 5. (3) Reactant: [F:1][C:2]1[CH:33]=[CH:32][C:5]([C:6]([NH:8][C:9]2[CH:14]=[CH:13][CH:12]=[CH:11][C:10]=2[CH:15]2[CH2:24][C:23]([CH3:26])([CH3:25])[C:22]3[C:17](=[CH:18][CH:19]=[C:20]([C:27]([O:29]CC)=[O:28])[CH:21]=3)[NH:16]2)=[O:7])=[CH:4][CH:3]=1.O.[OH-].[Li+].[OH-].[Na+]. Product: [F:1][C:2]1[CH:3]=[CH:4][C:5]([C:6]([NH:8][C:9]2[CH:14]=[CH:13][CH:12]=[CH:11][C:10]=2[CH:15]2[CH2:24][C:23]([CH3:26])([CH3:25])[C:22]3[C:17](=[CH:18][CH:19]=[C:20]([C:27]([OH:29])=[O:28])[CH:21]=3)[NH:16]2)=[O:7])=[CH:32][CH:33]=1. The catalyst class is: 40. (4) Reactant: [NH:1]1[C:9]2[C:4](=[CH:5][CH:6]=[CH:7][C:8]=2[C:10]([O:12][CH3:13])=[O:11])[CH:3]=[CH:2]1.[H-].[Na+].[I-].[K+].Br[CH2:19][CH:20]([O:23][CH3:24])[O:21][CH3:22]. Product: [CH3:22][O:21][CH:20]([O:23][CH3:24])[CH2:19][N:1]1[C:9]2[C:4](=[CH:5][CH:6]=[CH:7][C:8]=2[C:10]([O:12][CH3:13])=[O:11])[CH:3]=[CH:2]1. The catalyst class is: 3. (5) Reactant: CCOCC.[Br:6][C:7]1[CH:12]=[CH:11][C:10]([CH2:13][C:14]([N:16]([CH3:18])[CH3:17])=O)=[CH:9][CH:8]=1.CCOCC.C1COCC1.[OH-].[Na+]. Product: [Br:6][C:7]1[CH:8]=[CH:9][C:10]([CH2:13][CH2:14][N:16]([CH3:17])[CH3:18])=[CH:11][CH:12]=1. The catalyst class is: 6. (6) Reactant: [CH3:1][O:2][C:3]1[CH:24]=[CH:23][C:6]([C:7](Cl)([C:16]2[CH:21]=[CH:20][CH:19]=[CH:18][CH:17]=2)[C:8]2[CH:13]=[CH:12][C:11]([O:14][CH3:15])=[CH:10][CH:9]=2)=[CH:5][CH:4]=1.N1C=CC=CC=1.[C@@H:31]1([N:39]2[CH:46]=[CH:45][C:43](=[O:44])[NH:42][C:40]2=[O:41])[S:36][C@H:35]([CH2:37][OH:38])[C@@H:33]([OH:34])[CH2:32]1.[C:47](OC(=O)C)(=[O:49])[CH3:48]. Product: [CH3:1][O:2][C:3]1[CH:24]=[CH:23][C:6]([C:7]([O:38][CH2:37][C@H:35]2[S:36][C@@H:31]([N:39]3[CH:46]=[CH:45][C:43](=[O:44])[NH:42][C:40]3=[O:41])[CH2:32][C@@H:33]2[O:34][C:47](=[O:49])[CH3:48])([C:16]2[CH:21]=[CH:20][CH:19]=[CH:18][CH:17]=2)[C:8]2[CH:13]=[CH:12][C:11]([O:14][CH3:15])=[CH:10][CH:9]=2)=[CH:5][CH:4]=1. The catalyst class is: 5. (7) Reactant: [C:1]([C:5]1[CH:34]=[CH:33][C:8]([C:9]([N:11]2[C@@H:15]([C:16]3[S:17][CH:18]=[CH:19][N:20]=3)[C@@H:14]([C:21]3[O:25][N:24]=[CH:23][N:22]=3)[CH2:13][C@@:12]2([CH2:29][CH:30]([CH3:32])[CH3:31])[C:26](O)=[O:27])=[O:10])=[CH:7][CH:6]=1)([CH3:4])([CH3:3])[CH3:2].C([N:38](C(C)C)CC)(C)C.[Cl-].[NH4+].CN(C(ON1N=NC2C=CC=NC1=2)=[N+](C)C)C.F[P-](F)(F)(F)(F)F. Product: [C:1]([C:5]1[CH:34]=[CH:33][C:8]([C:9]([N:11]2[C@@H:15]([C:16]3[S:17][CH:18]=[CH:19][N:20]=3)[C@@H:14]([C:21]3[O:25][N:24]=[CH:23][N:22]=3)[CH2:13][C@@:12]2([CH2:29][CH:30]([CH3:31])[CH3:32])[C:26]([NH2:38])=[O:27])=[O:10])=[CH:7][CH:6]=1)([CH3:3])([CH3:4])[CH3:2]. The catalyst class is: 9. (8) Reactant: [N:1]1([C:7]2[CH:8]=[CH:9][C:10]3[S:15](=[O:17])(=[O:16])[CH2:14][CH2:13][NH:12][C:11]=3[CH:18]=2)[CH2:6][CH2:5][O:4][CH2:3][CH2:2]1.Cl[C:20]1[C:29]2[C:24](=[CH:25][C:26]([O:31][CH3:32])=[C:27]([Cl:30])[CH:28]=2)[N:23]=[C:22]([CH3:33])[C:21]=1[CH3:34].C(=O)([O-])[O-].[Cs+].[Cs+].C1C=CC(P(C2C(C3C(P(C4C=CC=CC=4)C4C=CC=CC=4)=CC=C4C=3C=CC=C4)=C3C(C=CC=C3)=CC=2)C2C=CC=CC=2)=CC=1. Product: [Cl:30][C:27]1[CH:28]=[C:29]2[C:24](=[CH:25][C:26]=1[O:31][CH3:32])[N:23]=[C:22]([CH3:33])[C:21]([CH3:34])=[C:20]2[N:12]1[C:11]2[CH:18]=[C:7]([N:1]3[CH2:2][CH2:3][O:4][CH2:5][CH2:6]3)[CH:8]=[CH:9][C:10]=2[S:15](=[O:17])(=[O:16])[CH2:14][CH2:13]1. The catalyst class is: 62. (9) Reactant: C(OC(=O)[N:7](C)[C@@H:8]([C:16](=[O:24])[NH:17][CH2:18][CH:19]1[CH2:23][CH2:22][CH2:21][O:20]1)[CH2:9][C:10]1[CH:15]=[CH:14][CH:13]=[CH:12][CH:11]=1)(C)(C)C.F[C:28](F)(F)C(O)=O.C(=O)([O-])O.[Na+].C(=O)([O-])[O-].[Na+].[Na+].C(=O)([O-])O.[Na+]. Product: [CH3:28][C@@:8]([NH2:7])([CH2:9][C:10]1[CH:11]=[CH:12][CH:13]=[CH:14][CH:15]=1)[C:16]([NH:17][CH2:18][CH:19]1[CH2:23][CH2:22][CH2:21][O:20]1)=[O:24]. The catalyst class is: 2.